From a dataset of Catalyst prediction with 721,799 reactions and 888 catalyst types from USPTO. Predict which catalyst facilitates the given reaction. Reactant: [C:1]1([S:7]([N:10]2[C:18]3[C:13](=[CH:14][CH:15]=[CH:16][CH:17]=3)[C:12](I)=[CH:11]2)(=[O:9])=[O:8])[CH:6]=[CH:5][CH:4]=[CH:3][CH:2]=1.[S:20]1[CH:24]=[CH:23][CH:22]=[C:21]1B(O)O.C([O-])([O-])=O.[K+].[K+].C(N1C2C(=CC=CC=2)C=C1C1C=COC=1)C1C=CC=CC=1. Product: [C:1]1([S:7]([N:10]2[C:18]3[C:13](=[CH:14][CH:15]=[CH:16][CH:17]=3)[CH:12]=[C:11]2[C:22]2[CH:23]=[CH:24][S:20][CH:21]=2)(=[O:9])=[O:8])[CH:6]=[CH:5][CH:4]=[CH:3][CH:2]=1. The catalyst class is: 109.